Dataset: Reaction yield outcomes from USPTO patents with 853,638 reactions. Task: Predict the reaction yield, written as a fraction of the theoretical maximum amount of product (1.0 means a 100% yield; for example, 0.34 means a 34% yield). (1) The reactants are [NH:1]([C:8]1[N:17]=[CH:16][C:15]2[CH2:14][CH2:13][C:12]3[C:18]([C:22](OCC)=[O:23])=[N:19][N:20]([CH3:21])[C:11]=3[C:10]=2[N:9]=1)[C:2]1[CH:7]=[CH:6][CH:5]=[CH:4][CH:3]=1.[CH2:27]([CH2:29][NH2:30])[OH:28]. The catalyst is CO.CN(C)C=O. The product is [NH:1]([C:8]1[N:17]=[CH:16][C:15]2[CH2:14][CH2:13][C:12]3[C:18]([C:22]([NH:30][CH2:29][CH2:27][OH:28])=[O:23])=[N:19][N:20]([CH3:21])[C:11]=3[C:10]=2[N:9]=1)[C:2]1[CH:3]=[CH:4][CH:5]=[CH:6][CH:7]=1. The yield is 0.600. (2) The reactants are [N:1]1([C:8]2[N:9]([C:19]3[CH:24]=[CH:23][CH:22]=[CH:21][CH:20]=3)[C:10]3[C:15]([C:16]=2[CH:17]=[O:18])=[CH:14][CH:13]=[CH:12][CH:11]=3)[CH2:7][CH2:6][CH2:5][NH:4][CH2:3][CH2:2]1.[CH2:25]([CH:27]1[O:29][CH2:28]1)Br.C(=O)([O-])[O-].[K+].[K+]. The catalyst is C(#N)C. The product is [O:29]1[CH2:28][CH:27]1[CH2:25][N:4]1[CH2:5][CH2:6][CH2:7][N:1]([C:8]2[N:9]([C:19]3[CH:24]=[CH:23][CH:22]=[CH:21][CH:20]=3)[C:10]3[C:15]([C:16]=2[CH:17]=[O:18])=[CH:14][CH:13]=[CH:12][CH:11]=3)[CH2:2][CH2:3]1. The yield is 0.410. (3) The reactants are Cl[C:2]1[CH:3]=[CH:4][N:5]2[C:10]([C:11]=1[CH3:12])=[C:9]([CH:13]1[CH2:15][CH2:14]1)[CH:8]=[C:7]([C:16]([O:18][CH3:19])=[O:17])[C:6]2=[O:20].CC1(C)C(C)(C)OB([C:29]2[CH:34]=[CH:33][C:32]([NH:35][C:36]([NH2:38])=[O:37])=[CH:31][CH:30]=2)O1. No catalyst specified. The product is [NH:35]([C:32]1[CH:33]=[CH:34][C:29]([C:2]2[CH:3]=[CH:4][N:5]3[C:10]([C:11]=2[CH3:12])=[C:9]([CH:13]2[CH2:15][CH2:14]2)[CH:8]=[C:7]([C:16]([O:18][CH3:19])=[O:17])[C:6]3=[O:20])=[CH:30][CH:31]=1)[C:36]([NH2:38])=[O:37]. The yield is 0.260. (4) The reactants are [O:1]1[C:7]2[CH:8]=[C:9]([C:12]([O:14][CH3:15])=[O:13])[CH:10]=[CH:11][C:6]=2[CH2:5][NH:4][CH2:3][CH2:2]1.Br[C:17]1[O:18][C:19]2[CH:25]=[CH:24][CH:23]=[CH:22][C:20]=2[N:21]=1. The catalyst is [Cu]I.C(O)CO. The product is [O:18]1[C:19]2[CH:25]=[CH:24][CH:23]=[CH:22][C:20]=2[N:21]=[C:17]1[N:4]1[CH2:5][C:6]2[CH:11]=[CH:10][C:9]([C:12]([O:14][CH3:15])=[O:13])=[CH:8][C:7]=2[O:1][CH2:2][CH2:3]1. The yield is 0.630. (5) The reactants are [NH2:1][C:2]1[N:3]=[C:4]2[CH:9]=[CH:8][C:7]([O:10][C:11]3[CH:12]=[C:13]([NH:17][C:18](=[O:29])[C:19]4[CH:24]=[CH:23][CH:22]=[C:21]([C:25]([F:28])([F:27])[F:26])[CH:20]=4)[CH:14]=[CH:15][CH:16]=3)=[N:6][N:5]2[CH:30]=1.[Cl:31][CH2:32][C:33](Cl)=[O:34].C(N(CC)CC)C.[Cl-].[NH4+]. The catalyst is O1CCCC1. The product is [Cl:31][CH2:32][C:33]([NH:1][C:2]1[N:3]=[C:4]2[CH:9]=[CH:8][C:7]([O:10][C:11]3[CH:12]=[C:13]([NH:17][C:18](=[O:29])[C:19]4[CH:24]=[CH:23][CH:22]=[C:21]([C:25]([F:28])([F:27])[F:26])[CH:20]=4)[CH:14]=[CH:15][CH:16]=3)=[N:6][N:5]2[CH:30]=1)=[O:34]. The yield is 0.710.